Dataset: Peptide-MHC class I binding affinity with 185,985 pairs from IEDB/IMGT. Task: Regression. Given a peptide amino acid sequence and an MHC pseudo amino acid sequence, predict their binding affinity value. This is MHC class I binding data. (1) The peptide sequence is LPTSITVPV. The MHC is HLA-B35:01 with pseudo-sequence HLA-B35:01. The binding affinity (normalized) is 0.883. (2) The peptide sequence is MIDSDEWVY. The MHC is HLA-B27:03 with pseudo-sequence HLA-B27:03. The binding affinity (normalized) is 0.0847. (3) The peptide sequence is KVADVDLAVPV. The MHC is HLA-A29:02 with pseudo-sequence HLA-A29:02. The binding affinity (normalized) is 0.0847.